Dataset: Full USPTO retrosynthesis dataset with 1.9M reactions from patents (1976-2016). Task: Predict the reactants needed to synthesize the given product. (1) Given the product [S:28]1[C:23]2[CH:24]=[CH:25][CH:26]=[CH:27][C:22]=2[N:21]=[C:4]1[C:3]1[CH:7]=[C:8]([C:11]2[CH:16]=[CH:15][C:14]([C:17]([CH3:20])([CH3:19])[CH3:18])=[CH:13][CH:12]=2)[CH:9]=[CH:10][C:2]=1[SH:1], predict the reactants needed to synthesize it. The reactants are: [SH:1][C:2]1[CH:10]=[CH:9][C:8]([C:11]2[CH:16]=[CH:15][C:14]([C:17]([CH3:20])([CH3:19])[CH3:18])=[CH:13][CH:12]=2)=[CH:7][C:3]=1[C:4](O)=O.[NH2:21][C:22]1[CH:27]=[CH:26][CH:25]=[CH:24][C:23]=1[SH:28]. (2) Given the product [C:1]([C:5]1[CH:6]=[CH:7][C:8]([S:11]([N:14]2[C:20]3[CH:21]=[C:22]([C:25](=[N:35][OH:36])[NH2:26])[CH:23]=[CH:24][C:19]=3[NH:18][C:17]3[N:27]=[C:28]([C:31]([F:33])([F:34])[F:32])[CH:29]=[CH:30][C:16]=3[CH2:15]2)(=[O:12])=[O:13])=[CH:9][CH:10]=1)([CH3:4])([CH3:2])[CH3:3], predict the reactants needed to synthesize it. The reactants are: [C:1]([C:5]1[CH:10]=[CH:9][C:8]([S:11]([N:14]2[C:20]3[CH:21]=[C:22]([C:25]#[N:26])[CH:23]=[CH:24][C:19]=3[NH:18][C:17]3[N:27]=[C:28]([C:31]([F:34])([F:33])[F:32])[CH:29]=[CH:30][C:16]=3[CH2:15]2)(=[O:13])=[O:12])=[CH:7][CH:6]=1)([CH3:4])([CH3:3])[CH3:2].[NH2:35][OH:36].C(=O)([O-])[O-].[K+].[K+]. (3) Given the product [C:18]([C:3]1[C:4]2[C:9](=[CH:8][C:7]([C:10]([O:12][CH3:13])=[O:11])=[CH:6][CH:5]=2)[NH:1][CH:2]=1)(=[O:20])[CH3:19], predict the reactants needed to synthesize it. The reactants are: [NH:1]1[C:9]2[C:4](=[CH:5][CH:6]=[C:7]([C:10]([O:12][CH3:13])=[O:11])[CH:8]=2)[CH:3]=[CH:2]1.[Cl-].[Al+3].[Cl-].[Cl-].[C:18](Cl)(=[O:20])[CH3:19].C(=O)([O-])O.[Na+]. (4) The reactants are: [C:1]([N:5]1[C:9]([C:10]2[CH:15]=[CH:14][C:13]([F:16])=[CH:12][CH:11]=2)=[C:8]([C:17]2[S:18][CH:19]=[C:20]([CH2:22][C:23](O)=[O:24])[N:21]=2)[CH:7]=[N:6]1)([CH3:4])([CH3:3])[CH3:2].[CH3:26][C:27]([NH:29][C:30]1[CH:35]=[CH:34][C:33]([NH2:36])=[CH:32][CH:31]=1)=[O:28]. Given the product [C:27]([NH:29][C:30]1[CH:35]=[CH:34][C:33]([NH:36][C:23](=[O:24])[CH2:22][C:20]2[N:21]=[C:17]([C:8]3[CH:7]=[N:6][N:5]([C:1]([CH3:3])([CH3:4])[CH3:2])[C:9]=3[C:10]3[CH:15]=[CH:14][C:13]([F:16])=[CH:12][CH:11]=3)[S:18][CH:19]=2)=[CH:32][CH:31]=1)(=[O:28])[CH3:26], predict the reactants needed to synthesize it. (5) Given the product [NH:54]1[C:55]2[C:60](=[CH:59][CH:58]=[CH:57][CH:56]=2)[C:52]([CH2:51][C:50]2[N:46]3[N:47]=[C:42]([C:39]4[CH:38]=[CH:37][C:36]([CH2:7][C:1]5[CH:6]=[CH:5][CH:4]=[CH:3][CH:2]=5)=[CH:41][CH:40]=4)[CH:43]=[N:44][C:45]3=[N:48][N:49]=2)=[CH:53]1, predict the reactants needed to synthesize it. The reactants are: [C:1]1([C:7]2N=NC(NNC(=O)[CH2:7][C:1]3[CH:6]=[C:5]4[C:4](=[CH:3][CH:2]=3)N=CC=C4)=NC=2)[CH:6]=[CH:5][CH:4]=[CH:3][CH:2]=1.C(O[C:36]1[CH:41]=[CH:40][C:39]([C:42]2[N:47]=[N:46][C:45]([NH:48][NH:49][C:50](=O)[CH2:51][C:52]3[C:60]4[C:55](=[CH:56][CH:57]=[CH:58][CH:59]=4)[NH:54][CH:53]=3)=[N:44][CH:43]=2)=[CH:38][CH:37]=1)C1C=CC=CC=1. (6) Given the product [C:16]([C:20]1[CH:25]=[CH:24][C:23]([NH:26][C:27]([N:11]2[CH2:12][CH:13]3[N:8]([C:3]4[C:2]([Cl:1])=[CH:7][CH:6]=[CH:5][N:4]=4)[CH:9]([CH2:15][CH2:14]3)[CH2:10]2)=[O:28])=[CH:22][CH:21]=1)([CH3:19])([CH3:17])[CH3:18], predict the reactants needed to synthesize it. The reactants are: [Cl:1][C:2]1[C:3]([N:8]2[CH:13]3[CH2:14][CH2:15][CH:9]2[CH2:10][NH:11][CH2:12]3)=[N:4][CH:5]=[CH:6][CH:7]=1.[C:16]([C:20]1[CH:25]=[CH:24][C:23]([N:26]=[C:27]=[O:28])=[CH:22][CH:21]=1)([CH3:19])([CH3:18])[CH3:17]. (7) Given the product [F:72][C:56]1[C:55]([C:9]2[NH:17][C:16]3[CH2:15][CH2:14][NH:13][C:12](=[O:18])[C:11]=3[CH:10]=2)=[C:64]2[C:59](=[CH:58][CH:57]=1)[N:60]=[C:61]([CH3:71])[C:62]([NH:65][C:66]([CH3:70])([CH3:69])[CH2:67][OH:68])=[N:63]2, predict the reactants needed to synthesize it. The reactants are: CC1(C)C(C)(C)OB([C:9]2[NH:17][C:16]3[CH2:15][CH2:14][NH:13][C:12](=[O:18])[C:11]=3[CH:10]=2)O1.CC(C1C=C(C(C)C)C(C2C=CC=CC=2P(C2CCCCC2)C2CCCCC2)=C(C(C)C)C=1)C.Br[C:55]1[C:56]([F:72])=[CH:57][CH:58]=[C:59]2[C:64]=1[N:63]=[C:62]([NH:65][C:66]([CH3:70])([CH3:69])[CH2:67][OH:68])[C:61]([CH3:71])=[N:60]2. (8) The reactants are: [F:1][CH:2]([F:33])[O:3][C:4]1[CH:5]=[C:6]([CH:14]([C:23]2[CH:28]=[CH:27][C:26]([C:29]([OH:32])([CH3:31])[CH3:30])=[CH:25][CH:24]=2)[CH2:15][C:16]2[CH:17]=[N+:18]([O-])[CH:19]=[CH:20][CH:21]=2)[CH:7]=[CH:8][C:9]=1[O:10][CH:11]([F:13])[F:12].C(N(CC)CC)C.FC(F)(F)C(OC(=O)C(F)(F)F)=[O:44]. Given the product [F:1][CH:2]([F:33])[O:3][C:4]1[CH:5]=[C:6]([CH:14]([C:23]2[CH:28]=[CH:27][C:26]([C:29]([OH:32])([CH3:31])[CH3:30])=[CH:25][CH:24]=2)[CH2:15][C:16]2[CH:21]=[CH:20][C:19](=[O:44])[NH:18][CH:17]=2)[CH:7]=[CH:8][C:9]=1[O:10][CH:11]([F:13])[F:12], predict the reactants needed to synthesize it. (9) Given the product [Cl:21][C:22]1[CH:27]=[CH:26][C:25]([CH2:28][C:29]([NH:1][N:2]2[N:11]=[C:10]([N:12]3[CH2:17][CH2:16][O:15][CH:14]([CH2:18][CH3:19])[CH2:13]3)[C:9]3[C:4](=[CH:5][CH:6]=[CH:7][CH:8]=3)[C:3]2=[O:20])=[O:30])=[CH:24][CH:23]=1, predict the reactants needed to synthesize it. The reactants are: [NH2:1][N:2]1[N:11]=[C:10]([N:12]2[CH2:17][CH2:16][O:15][CH:14]([CH2:18][CH3:19])[CH2:13]2)[C:9]2[C:4](=[CH:5][CH:6]=[CH:7][CH:8]=2)[C:3]1=[O:20].[Cl:21][C:22]1[CH:27]=[CH:26][C:25]([CH2:28][C:29](Cl)=[O:30])=[CH:24][CH:23]=1.